Dataset: Catalyst prediction with 721,799 reactions and 888 catalyst types from USPTO. Task: Predict which catalyst facilitates the given reaction. (1) Reactant: [CH:1]1([NH:4][C:5](=[O:18])[C:6]([C:16]#[N:17])=[N:7][NH:8][C:9]2[CH:14]=[CH:13][CH:12]=[CH:11][C:10]=2[Br:15])[CH2:3][CH2:2]1.[Cl-].[Al+3].[Cl-].[Cl-].[C@H](O)(C([O-])=O)[C@@H](O)C([O-])=O.[Na+].[K+]. Product: [NH2:17][C:16]1[C:14]2[C:9](=[C:10]([Br:15])[CH:11]=[CH:12][CH:13]=2)[N:8]=[N:7][C:6]=1[C:5]([NH:4][CH:1]1[CH2:3][CH2:2]1)=[O:18]. The catalyst class is: 133. (2) Reactant: [N:1]1[CH:6]=[CH:5][CH:4]=[CH:3][C:2]=1[C:7]1[CH2:8][CH2:9][N:10](C(OCC2C=CC=CC=2)=O)[CH2:11][CH:12]=1. The catalyst class is: 45. Product: [NH:10]1[CH2:9][CH2:8][CH:7]([C:2]2[CH:3]=[CH:4][CH:5]=[CH:6][N:1]=2)[CH2:12][CH2:11]1.